Dataset: NCI-60 drug combinations with 297,098 pairs across 59 cell lines. Task: Regression. Given two drug SMILES strings and cell line genomic features, predict the synergy score measuring deviation from expected non-interaction effect. (1) Drug 1: C(CN)CNCCSP(=O)(O)O. Drug 2: CC1C(C(CC(O1)OC2CC(CC3=C2C(=C4C(=C3O)C(=O)C5=C(C4=O)C(=CC=C5)OC)O)(C(=O)CO)O)N)O.Cl. Cell line: M14. Synergy scores: CSS=47.5, Synergy_ZIP=-0.370, Synergy_Bliss=1.19, Synergy_Loewe=-52.5, Synergy_HSA=1.02. (2) Drug 1: C1C(C(OC1N2C=NC(=NC2=O)N)CO)O. Drug 2: C(CN)CNCCSP(=O)(O)O. Cell line: HOP-92. Synergy scores: CSS=-4.42, Synergy_ZIP=-0.460, Synergy_Bliss=-6.64, Synergy_Loewe=-5.67, Synergy_HSA=-6.87. (3) Drug 1: C1=CC(=CC=C1CC(C(=O)O)N)N(CCCl)CCCl.Cl. Drug 2: CC12CCC3C(C1CCC2OP(=O)(O)O)CCC4=C3C=CC(=C4)OC(=O)N(CCCl)CCCl.[Na+]. Cell line: UACC-257. Synergy scores: CSS=-1.13, Synergy_ZIP=-3.98, Synergy_Bliss=-10.1, Synergy_Loewe=-16.4, Synergy_HSA=-13.3. (4) Drug 1: CCCS(=O)(=O)NC1=C(C(=C(C=C1)F)C(=O)C2=CNC3=C2C=C(C=N3)C4=CC=C(C=C4)Cl)F. Drug 2: CC1=C2C(C(=O)C3(C(CC4C(C3C(C(C2(C)C)(CC1OC(=O)C(C(C5=CC=CC=C5)NC(=O)OC(C)(C)C)O)O)OC(=O)C6=CC=CC=C6)(CO4)OC(=O)C)O)C)O. Cell line: UACC62. Synergy scores: CSS=51.8, Synergy_ZIP=2.88, Synergy_Bliss=2.14, Synergy_Loewe=0.457, Synergy_HSA=6.31. (5) Drug 1: C1CN(CCN1C(=O)CCBr)C(=O)CCBr. Drug 2: CC1C(C(CC(O1)OC2CC(CC3=C2C(=C4C(=C3O)C(=O)C5=C(C4=O)C(=CC=C5)OC)O)(C(=O)CO)O)N)O.Cl. Cell line: NCI-H460. Synergy scores: CSS=49.1, Synergy_ZIP=-5.10, Synergy_Bliss=-8.13, Synergy_Loewe=-8.36, Synergy_HSA=-1.64. (6) Drug 1: C1=CC(=C2C(=C1NCCNCCO)C(=O)C3=C(C=CC(=C3C2=O)O)O)NCCNCCO. Drug 2: COC1=CC(=CC(=C1O)OC)C2C3C(COC3=O)C(C4=CC5=C(C=C24)OCO5)OC6C(C(C7C(O6)COC(O7)C8=CC=CS8)O)O. Cell line: HOP-62. Synergy scores: CSS=64.3, Synergy_ZIP=1.40, Synergy_Bliss=0.895, Synergy_Loewe=-3.87, Synergy_HSA=4.46.